From a dataset of Catalyst prediction with 721,799 reactions and 888 catalyst types from USPTO. Predict which catalyst facilitates the given reaction. Reactant: [OH2:1].[OH-].[Li+].OO.[CH:6]1([CH2:11][C@H:12]([C:28]2[CH:33]=[CH:32][CH:31]=[CH:30][CH:29]=2)[C:13](N2[C@H](C)[C@H](C3C=CC=CC=3)OC2=O)=[O:14])[CH2:10][CH2:9][CH2:8][CH2:7]1. Product: [CH:6]1([CH2:11][C@H:12]([C:28]2[CH:33]=[CH:32][CH:31]=[CH:30][CH:29]=2)[C:13]([OH:14])=[O:1])[CH2:7][CH2:8][CH2:9][CH2:10]1. The catalyst class is: 1.